This data is from Reaction yield outcomes from USPTO patents with 853,638 reactions. The task is: Predict the reaction yield, written as a fraction of the theoretical maximum amount of product (1.0 means a 100% yield; for example, 0.34 means a 34% yield). (1) The reactants are Br[C:2]1[CH:7]=[CH:6][C:5]([S:8]([C:11]2[CH:18]=[CH:17][CH:16]=[CH:15][C:12]=2[C:13]#[N:14])(=[O:10])=[O:9])=[CH:4][CH:3]=1.C(C1C=CC=CC=1S)#N.[F:28][C:29]1[CH:34]=[C:33]([F:35])[CH:32]=[CH:31][C:30]=1[C:36](=[O:38])[CH3:37].P([O-])([O-])([O-])=O.[K+].[K+].[K+].[Cl-].[NH4+]. The catalyst is O1CCCC1.C1C=CC(/C=C/C(/C=C/C2C=CC=CC=2)=O)=CC=1.C1C=CC(/C=C/C(/C=C/C2C=CC=CC=2)=O)=CC=1.C1C=CC(/C=C/C(/C=C/C2C=CC=CC=2)=O)=CC=1.[Pd].[Pd].C1(P(C2C=CC=CC=2)C2C3OC4C(=CC=CC=4P(C4C=CC=CC=4)C4C=CC=CC=4)C(C)(C)C=3C=CC=2)C=CC=CC=1. The product is [F:28][C:29]1[CH:34]=[C:33]([F:35])[CH:32]=[CH:31][C:30]=1[C:36](=[O:38])[CH2:37][C:2]1[CH:7]=[CH:6][C:5]([S:8]([C:11]2[CH:18]=[CH:17][CH:16]=[CH:15][C:12]=2[C:13]#[N:14])(=[O:10])=[O:9])=[CH:4][CH:3]=1. The yield is 0.560. (2) The reactants are [I:1][C:2]1[CH:8]=[CH:7][C:5]([NH2:6])=[CH:4][CH:3]=1.[Br:9][CH2:10][C:11](Br)=[O:12].C(N(CC)CC)C. The catalyst is ClCCl. The product is [Br:9][CH2:10][C:11]([NH:6][C:5]1[CH:7]=[CH:8][C:2]([I:1])=[CH:3][CH:4]=1)=[O:12]. The yield is 0.600.